Binary Classification. Given two protein amino acid sequences, predict whether they physically interact or not. From a dataset of Human Reference Interactome with 51,813 positive PPI pairs across 8,248 proteins, plus equal number of experimentally-validated negative pairs. (1) Protein 1 (ENSG00000215695) has sequence MSSLPTSDGFNHPARSSGQSPDVGNPMSLARSVSASVCPIKPSDSDRIEPKAVKALKASAEFQLNSEKKEHLSLQDLSDHASSADHAPTDQSPAMPMQNSSEEITVAGNLEKSAERSTQGLKFHLHTRQEASLSVTSTRMHEPQMFLGEKDWHPENQNLSQVSDPQQHEEPGNEQYEVAQQKASHDQEYLCNIGDLELPEERQQNQHKIVDLEATMKGNGLPQNVDPPSAKKSIPSSECSGCSNSETFMEIDTAQQSLVTLLNSTGRQNANVKNIGALDLTLDNPLMEVETSKCNPSSEI.... Protein 2 (ENSG00000172006) has sequence MVTCAHLGRRARLPAAQPSACPGTCFSQEERMAAGYLPRWSQELVTFEDVSMDFSQEEWELLEPAQKNLYREVMLENYRNVVSLEALKNQCTDVGIKEGPLSPAQTSQVTSLSSWTGYLLFQPVASSHLEQREALWIEEKGTPQASCSDWMTVLRNQDSTYKKVALQEEPASGINMIKLIREDGGWKQLEDSHEDPQGLLSQKASLHVVAVPQEKATAWHGFGENGNLSPALVLSQGSSKGNHLCGSELDITSLASDSVLNHHQLGYADRRPCESNECGNAIRQNSHFIQHGGKMFVYLE.... Result: 0 (the proteins do not interact). (2) Protein 1 (ENSG00000131051) has sequence MADDIDIEAMLEAPYKKDENKLSSANGHEERSKKRKKSKSRSRSHERKRSKSKERKRSRDRERKKSKSRERKRSRSKERRRSRSRSRDRRFRGRYRSPYSGPKFNSAIRGKIGLPHSIKLSRRRSRSKSPFRKDKSPVREPIDNLTPEERDARTVFCMQLAARIRPRDLEEFFSTVGKVRDVRMISDRNSRRSKGIAYVEFVDVSSVPLAIGLTGQRVLGVPIIVQASQAEKNRAAAMANNLQKGSAGPMRLYVGSLHFNITEDMLRGIFEPFGRIESIQLMMDSETGRSKGYGFITFSD.... Protein 2 (ENSG00000147010) has sequence LTNKAPEKPLHEVPSGNSLLSSETILRTNKRGERRRRRCQVAFSYLPQNDDELELKVGDIIEVVGEVEEGWWEGVLNGKTGMFPSNFIKELSGESDELGISQDEQLSKSRPEGLPPASLLPFPAHGAKGKTTFEGTILYRAAPGKTEGHRRYYSLRETTGSESDGGDSSSTKSEGANGTVATAAIQPKKVKGVGFGDIFKDKPIKLRPRSIEVENDFLPVEKTIGKKLPATTATPDSSKTEMDSRTKSKDYCKVIFPYEAQNDDELTIKEGDIVTLINKDCIDVGWWEGELNGRRGVFPD.... Result: 0 (the proteins do not interact).